Dataset: Catalyst prediction with 721,799 reactions and 888 catalyst types from USPTO. Task: Predict which catalyst facilitates the given reaction. (1) Reactant: [NH2:1][C:2]1[CH:3]=[C:4]([CH:27]=[C:28]([C:30]([F:33])([F:32])[F:31])[CH:29]=1)[CH2:5][O:6][CH2:7][C:8]1([C:21]2[CH:26]=[CH:25][CH:24]=[CH:23][CH:22]=2)[CH2:13][CH2:12][N:11]([C:14]([O:16][C:17]([CH3:20])([CH3:19])[CH3:18])=[O:15])[CH2:10][CH2:9]1.C(N(CC)CC)C.[F:41][C:42]([F:53])([F:52])[C:43](O[C:43](=[O:44])[C:42]([F:53])([F:52])[F:41])=[O:44]. Product: [C:21]1([C:8]2([CH2:7][O:6][CH2:5][C:4]3[CH:27]=[C:28]([C:30]([F:33])([F:31])[F:32])[CH:29]=[C:2]([NH:1][C:43](=[O:44])[C:42]([F:53])([F:52])[F:41])[CH:3]=3)[CH2:13][CH2:12][N:11]([C:14]([O:16][C:17]([CH3:20])([CH3:18])[CH3:19])=[O:15])[CH2:10][CH2:9]2)[CH:22]=[CH:23][CH:24]=[CH:25][CH:26]=1. The catalyst class is: 2. (2) Reactant: [C:1]([C:3]1[CH:4]=[CH:5][C:6]([CH3:15])=[C:7]([CH2:9][NH:10][C:11](=[O:14])[O:12][CH3:13])[CH:8]=1)#[N:2].[OH:16]O.[OH-].[Na+]. Product: [NH2:2][C:1]([C:3]1[CH:4]=[CH:5][C:6]([CH3:15])=[C:7]([CH2:9][NH:10][C:11](=[O:14])[O:12][CH3:13])[CH:8]=1)=[O:16]. The catalyst class is: 14.